Dataset: NCI-60 drug combinations with 297,098 pairs across 59 cell lines. Task: Regression. Given two drug SMILES strings and cell line genomic features, predict the synergy score measuring deviation from expected non-interaction effect. (1) Drug 1: CN1CCC(CC1)COC2=C(C=C3C(=C2)N=CN=C3NC4=C(C=C(C=C4)Br)F)OC. Drug 2: CC1C(C(CC(O1)OC2CC(OC(C2O)C)OC3=CC4=CC5=C(C(=O)C(C(C5)C(C(=O)C(C(C)O)O)OC)OC6CC(C(C(O6)C)O)OC7CC(C(C(O7)C)O)OC8CC(C(C(O8)C)O)(C)O)C(=C4C(=C3C)O)O)O)O. Cell line: DU-145. Synergy scores: CSS=18.6, Synergy_ZIP=-0.294, Synergy_Bliss=8.46, Synergy_Loewe=6.33, Synergy_HSA=7.67. (2) Drug 1: CC1=CC=C(C=C1)C2=CC(=NN2C3=CC=C(C=C3)S(=O)(=O)N)C(F)(F)F. Drug 2: C1=NC2=C(N=C(N=C2N1C3C(C(C(O3)CO)O)O)F)N. Cell line: U251. Synergy scores: CSS=-6.50, Synergy_ZIP=1.08, Synergy_Bliss=-4.93, Synergy_Loewe=-0.396, Synergy_HSA=-7.70. (3) Drug 1: CC(CN1CC(=O)NC(=O)C1)N2CC(=O)NC(=O)C2. Drug 2: C1CN1P(=S)(N2CC2)N3CC3. Cell line: CCRF-CEM. Synergy scores: CSS=68.0, Synergy_ZIP=-0.546, Synergy_Bliss=-0.0889, Synergy_Loewe=-3.61, Synergy_HSA=1.91. (4) Drug 1: CC(C)(C#N)C1=CC(=CC(=C1)CN2C=NC=N2)C(C)(C)C#N. Drug 2: C1=NC2=C(N1)C(=S)N=CN2. Cell line: NCI/ADR-RES. Synergy scores: CSS=38.4, Synergy_ZIP=-2.28, Synergy_Bliss=-1.03, Synergy_Loewe=0.291, Synergy_HSA=0.275. (5) Drug 1: C1=C(C(=O)NC(=O)N1)F. Drug 2: CC1=C(C(CCC1)(C)C)C=CC(=CC=CC(=CC(=O)O)C)C. Cell line: UACC-257. Synergy scores: CSS=5.11, Synergy_ZIP=-4.28, Synergy_Bliss=-8.20, Synergy_Loewe=-9.62, Synergy_HSA=-9.37. (6) Drug 1: CC1=CC=C(C=C1)C2=CC(=NN2C3=CC=C(C=C3)S(=O)(=O)N)C(F)(F)F. Drug 2: C1=CC=C(C=C1)NC(=O)CCCCCCC(=O)NO. Cell line: UACC62. Synergy scores: CSS=40.7, Synergy_ZIP=5.36, Synergy_Bliss=6.51, Synergy_Loewe=-18.7, Synergy_HSA=8.73. (7) Drug 1: C1=CC(=CC=C1CCC2=CNC3=C2C(=O)NC(=N3)N)C(=O)NC(CCC(=O)O)C(=O)O. Drug 2: CN(C)N=NC1=C(NC=N1)C(=O)N. Cell line: MDA-MB-435. Synergy scores: CSS=8.29, Synergy_ZIP=-1.43, Synergy_Bliss=2.50, Synergy_Loewe=-67.0, Synergy_HSA=-1.75.